Regression. Given two drug SMILES strings and cell line genomic features, predict the synergy score measuring deviation from expected non-interaction effect. From a dataset of NCI-60 drug combinations with 297,098 pairs across 59 cell lines. (1) Drug 1: C1=NC(=NC(=O)N1C2C(C(C(O2)CO)O)O)N. Drug 2: CC12CCC3C(C1CCC2O)C(CC4=C3C=CC(=C4)O)CCCCCCCCCS(=O)CCCC(C(F)(F)F)(F)F. Cell line: MDA-MB-231. Synergy scores: CSS=-1.06, Synergy_ZIP=-4.08, Synergy_Bliss=-4.22, Synergy_Loewe=-6.28, Synergy_HSA=-4.98. (2) Drug 1: C1CC(C1)(C(=O)O)C(=O)O.[NH2-].[NH2-].[Pt+2]. Drug 2: CN(C(=O)NC(C=O)C(C(C(CO)O)O)O)N=O. Cell line: MDA-MB-231. Synergy scores: CSS=11.1, Synergy_ZIP=-1.76, Synergy_Bliss=2.36, Synergy_Loewe=2.81, Synergy_HSA=3.14. (3) Drug 1: CN(C)N=NC1=C(NC=N1)C(=O)N. Drug 2: CC(C)CN1C=NC2=C1C3=CC=CC=C3N=C2N. Cell line: HOP-62. Synergy scores: CSS=-4.77, Synergy_ZIP=2.85, Synergy_Bliss=2.55, Synergy_Loewe=-2.57, Synergy_HSA=-2.07. (4) Drug 1: CCC1(CC2CC(C3=C(CCN(C2)C1)C4=CC=CC=C4N3)(C5=C(C=C6C(=C5)C78CCN9C7C(C=CC9)(C(C(C8N6C=O)(C(=O)OC)O)OC(=O)C)CC)OC)C(=O)OC)O.OS(=O)(=O)O. Drug 2: COC1=C2C(=CC3=C1OC=C3)C=CC(=O)O2. Cell line: OVCAR-5. Synergy scores: CSS=2.65, Synergy_ZIP=-1.04, Synergy_Bliss=-0.721, Synergy_Loewe=-4.02, Synergy_HSA=-1.76. (5) Drug 1: CCC1=C2CN3C(=CC4=C(C3=O)COC(=O)C4(CC)O)C2=NC5=C1C=C(C=C5)O. Drug 2: CCCCC(=O)OCC(=O)C1(CC(C2=C(C1)C(=C3C(=C2O)C(=O)C4=C(C3=O)C=CC=C4OC)O)OC5CC(C(C(O5)C)O)NC(=O)C(F)(F)F)O. Cell line: HCT-15. Synergy scores: CSS=66.9, Synergy_ZIP=3.27, Synergy_Bliss=3.27, Synergy_Loewe=1.77, Synergy_HSA=7.65.